From a dataset of NCI-60 drug combinations with 297,098 pairs across 59 cell lines. Regression. Given two drug SMILES strings and cell line genomic features, predict the synergy score measuring deviation from expected non-interaction effect. (1) Drug 1: CNC(=O)C1=CC=CC=C1SC2=CC3=C(C=C2)C(=NN3)C=CC4=CC=CC=N4. Drug 2: CN1CCC(CC1)COC2=C(C=C3C(=C2)N=CN=C3NC4=C(C=C(C=C4)Br)F)OC. Cell line: HOP-62. Synergy scores: CSS=2.87, Synergy_ZIP=0.908, Synergy_Bliss=2.89, Synergy_Loewe=-1.06, Synergy_HSA=-0.0607. (2) Drug 1: C1=CC(=CC=C1CC(C(=O)O)N)N(CCCl)CCCl.Cl. Synergy scores: CSS=85.0, Synergy_ZIP=-0.119, Synergy_Bliss=-1.98, Synergy_Loewe=-6.62, Synergy_HSA=-1.93. Drug 2: C1CN1P(=S)(N2CC2)N3CC3. Cell line: HL-60(TB). (3) Drug 1: COC1=CC(=CC(=C1O)OC)C2C3C(COC3=O)C(C4=CC5=C(C=C24)OCO5)OC6C(C(C7C(O6)COC(O7)C8=CC=CS8)O)O. Drug 2: N.N.Cl[Pt+2]Cl. Cell line: EKVX. Synergy scores: CSS=15.9, Synergy_ZIP=-6.41, Synergy_Bliss=-2.74, Synergy_Loewe=-22.4, Synergy_HSA=-3.28. (4) Drug 1: C1=CC(=CC=C1CCC2=CNC3=C2C(=O)NC(=N3)N)C(=O)NC(CCC(=O)O)C(=O)O. Drug 2: CC12CCC3C(C1CCC2O)C(CC4=C3C=CC(=C4)O)CCCCCCCCCS(=O)CCCC(C(F)(F)F)(F)F. Cell line: HS 578T. Synergy scores: CSS=2.86, Synergy_ZIP=-5.77, Synergy_Bliss=-14.2, Synergy_Loewe=-13.2, Synergy_HSA=-11.7. (5) Drug 2: CN(C(=O)NC(C=O)C(C(C(CO)O)O)O)N=O. Cell line: NCI-H460. Synergy scores: CSS=-4.70, Synergy_ZIP=7.08, Synergy_Bliss=-1.73, Synergy_Loewe=-4.28, Synergy_HSA=-4.55. Drug 1: C1=NC2=C(N=C(N=C2N1C3C(C(C(O3)CO)O)O)F)N.